From a dataset of Full USPTO retrosynthesis dataset with 1.9M reactions from patents (1976-2016). Predict the reactants needed to synthesize the given product. The reactants are: [NH2:1][C:2]([C@H]1[C@H]2C[C@H](C=C2)[C@H]1[NH:11][C:12]1[C:17](F)=[CH:16][N:15]=[C:14]([NH:19]C2C=CC(N3CCN(C)CC3)=C(C)C=2)[N:13]=1)=[O:3]. Given the product [NH3:1].[CH3:2][OH:3].[NH2:19][C:14]1[N:13]=[C:12]([NH2:11])[CH:17]=[CH:16][N:15]=1, predict the reactants needed to synthesize it.